From a dataset of Full USPTO retrosynthesis dataset with 1.9M reactions from patents (1976-2016). Predict the reactants needed to synthesize the given product. (1) Given the product [Si:22]([O:21][CH2:20][C:19]([N:12]1[C:13]2[N:14]=[CH:15][N:16]=[CH:17][C:18]=2[C:10]([C:8]([C:4]2[CH:3]=[C:2]([NH:1][C:42](=[O:43])[CH2:41][C:38]3[CH:39]=[C:40]4[C:35]([CH:34]=[CH:33][CH:32]=[N:31]4)=[CH:36][CH:37]=3)[CH:7]=[N:6][CH:5]=2)=[O:9])=[CH:11]1)([CH3:30])[CH3:29])([C:25]([CH3:28])([CH3:27])[CH3:26])([CH3:23])[CH3:24], predict the reactants needed to synthesize it. The reactants are: [NH2:1][C:2]1[CH:3]=[C:4]([C:8]([C:10]2[C:18]3[CH:17]=[N:16][CH:15]=[N:14][C:13]=3[N:12]([C:19]([CH3:30])([CH3:29])[CH2:20][O:21][Si:22]([C:25]([CH3:28])([CH3:27])[CH3:26])([CH3:24])[CH3:23])[CH:11]=2)=[O:9])[CH:5]=[N:6][CH:7]=1.[N:31]1[C:40]2[C:35](=[CH:36][CH:37]=[C:38]([CH2:41][C:42](O)=[O:43])[CH:39]=2)[CH:34]=[CH:33][CH:32]=1.CCN(C(C)C)C(C)C. (2) Given the product [CH3:28][CH:24]([NH:23][C:19]1[CH:18]=[C:17]([C:10]2[N:9]=[C:8]([N:2]3[CH2:3][C@@H:4]4[CH2:7][C@H:1]3[CH2:6][N:5]4[CH:30]([CH3:32])[CH3:29])[N:13]3[CH:14]=[CH:15][N:16]=[C:12]3[CH:11]=2)[CH:22]=[CH:21][N:20]=1)[CH:25]([CH3:27])[CH3:26], predict the reactants needed to synthesize it. The reactants are: [CH:1]12[CH2:7][CH:4]([NH:5][CH2:6]1)[CH2:3][N:2]2[C:8]1[N:13]2[CH:14]=[CH:15][N:16]=[C:12]2[CH:11]=[C:10]([C:17]2[CH:22]=[CH:21][N:20]=[C:19]([NH:23][CH:24]([CH3:28])[CH:25]([CH3:27])[CH3:26])[CH:18]=2)[N:9]=1.[CH3:29][C:30]([CH3:32])=O.CO. (3) Given the product [Br:33][C:34]1[N:39]=[CH:38][C:37]2[N:40]=[C:22]([CH:21]([F:25])[F:20])[N:41]([CH:42]([CH3:44])[CH3:43])[C:36]=2[CH:35]=1, predict the reactants needed to synthesize it. The reactants are: C1(P(C2C=CC=CC=2)C2C=CC=CC=2)C=CC=CC=1.[F:20][CH:21]([F:25])[C:22](O)=O.C(N(CC)CC)C.[Br:33][C:34]1[N:39]=[CH:38][C:37]([NH2:40])=[C:36]([NH:41][CH:42]([CH3:44])[CH3:43])[CH:35]=1.